Dataset: Peptide-MHC class II binding affinity with 134,281 pairs from IEDB. Task: Regression. Given a peptide amino acid sequence and an MHC pseudo amino acid sequence, predict their binding affinity value. This is MHC class II binding data. (1) The peptide sequence is FLGCLVKEIPPRLLY. The MHC is DRB1_1302 with pseudo-sequence DRB1_1302. The binding affinity (normalized) is 0.563. (2) The peptide sequence is YNYMEPYVSKNPRQA. The MHC is DRB1_0101 with pseudo-sequence DRB1_0101. The binding affinity (normalized) is 0.612. (3) The peptide sequence is FSGVAATESAYLAYR. The MHC is HLA-DQA10501-DQB10201 with pseudo-sequence HLA-DQA10501-DQB10201. The binding affinity (normalized) is 0.614.